Dataset: Forward reaction prediction with 1.9M reactions from USPTO patents (1976-2016). Task: Predict the product of the given reaction. (1) Given the reactants [NH2:1][C:2]1[CH:3]=[C:4]([NH:8][C:9]2[N:14]=[C:13]([C:15]3[CH:16]=[N:17][N:18]([CH:20]([CH:24]4[CH2:26][CH2:25]4)[CH2:21][C:22]#[N:23])[CH:19]=3)[C:12]([O:27][CH3:28])=[CH:11][N:10]=2)[CH:5]=[CH:6][CH:7]=1.O1CCOCC1.C(N(CC)CC)C.[Cl:42][CH2:43][CH2:44][CH2:45][S:46](Cl)(=[O:48])=[O:47], predict the reaction product. The product is: [Cl:42][CH2:43][CH2:44][CH2:45][S:46]([NH:1][C:2]1[CH:7]=[CH:6][CH:5]=[C:4]([NH:8][C:9]2[N:14]=[C:13]([C:15]3[CH:16]=[N:17][N:18]([CH:20]([CH:24]4[CH2:26][CH2:25]4)[CH2:21][C:22]#[N:23])[CH:19]=3)[C:12]([O:27][CH3:28])=[CH:11][N:10]=2)[CH:3]=1)(=[O:48])=[O:47]. (2) Given the reactants [Si:1]([O:8][CH2:9][CH2:10][C@H:11]([OH:21])[C@H:12]([C:14]1[CH:19]=[CH:18][CH:17]=[CH:16][C:15]=1[Cl:20])[OH:13])([C:4]([CH3:7])([CH3:6])[CH3:5])([CH3:3])[CH3:2].[Si](OCC[C@@H](O)[C@@H](C1C=CC=CC=1Cl)O)([C:25](C)([CH3:27])[CH3:26])(C)C, predict the reaction product. The product is: [C:4]([Si:1]([O:8][CH2:9][CH2:10][C@H:11]1[C@H:12]([C:14]2[CH:19]=[CH:18][CH:17]=[CH:16][C:15]=2[Cl:20])[O:13][C:25]([CH3:27])([CH3:26])[O:21]1)([CH3:3])[CH3:2])([CH3:6])([CH3:7])[CH3:5]. (3) Given the reactants [CH:1]1([C:6]2[NH:11][C:10](=[O:12])[C:9]([CH:13]([NH:16][C:17]([C:19]3([CH3:25])[CH2:24][CH2:23][CH2:22][CH2:21][CH2:20]3)=O)[CH2:14][CH3:15])=[N:8][N:7]=2)[CH2:5][CH2:4][CH2:3][CH2:2]1.P(Cl)(Cl)(Cl)=O, predict the reaction product. The product is: [CH:1]1([C:6]2[NH:11][C:10](=[O:12])[C:9]3=[C:13]([CH2:14][CH3:15])[N:16]=[C:17]([C:19]4([CH3:25])[CH2:24][CH2:23][CH2:22][CH2:21][CH2:20]4)[N:8]3[N:7]=2)[CH2:5][CH2:4][CH2:3][CH2:2]1. (4) The product is: [CH:1]1([CH2:7][C@H:8]([CH2:26][C:27]([N:29]2[CH2:34][CH2:33][O:32][CH2:31][CH2:30]2)=[O:28])[C:9]([NH:11][C@H:12]([C:15]([C:16]2[N:20]=[C:19]([C:21]([F:24])([F:23])[F:22])[O:18][N:17]=2)=[O:25])[CH2:13][CH3:14])=[O:10])[CH2:6][CH2:5][CH2:4][CH2:3][CH2:2]1. Given the reactants [CH:1]1([CH2:7][C@H:8]([CH2:26][C:27]([N:29]2[CH2:34][CH2:33][O:32][CH2:31][CH2:30]2)=[O:28])[C:9]([NH:11][C@H:12]([CH:15]([OH:25])[C:16]2[N:20]=[C:19]([C:21]([F:24])([F:23])[F:22])[O:18][N:17]=2)[CH2:13][CH3:14])=[O:10])[CH2:6][CH2:5][CH2:4][CH2:3][CH2:2]1.CC(OI1(OC(C)=O)(OC(C)=O)OC(=O)C2C=CC=CC1=2)=O, predict the reaction product. (5) Given the reactants [OH-].[Na+].[O:3]=[C:4]1[NH:13][C:12]2[N:11]=[CH:10][CH:9]=[C:8]([O:14][C:15]3[CH:16]=[CH:17][C:18]4[O:22][C@@H:21]5[C@@H:23]([C:24]([O:26]CC)=[O:25])[C@@H:20]5[C:19]=4[CH:29]=3)[C:7]=2[CH2:6][CH2:5]1, predict the reaction product. The product is: [O:3]=[C:4]1[NH:13][C:12]2[N:11]=[CH:10][CH:9]=[C:8]([O:14][C:15]3[CH:16]=[CH:17][C:18]4[O:22][C@@H:21]5[C@@H:23]([C:24]([OH:26])=[O:25])[C@@H:20]5[C:19]=4[CH:29]=3)[C:7]=2[CH2:6][CH2:5]1. (6) Given the reactants C(O)=O.[Cl:4][C:5]1[C:13]([CH3:14])=[N:12][C:11]2[N:7]([N:8]=[C:9]3[CH2:17][N:16]([C:18]([C:20]4[CH:25]=[CH:24][C:23]([F:26])=[CH:22][C:21]=4[O:27][C@H:28]4[CH2:32][CH2:31][NH:30][CH2:29]4)=[O:19])[CH2:15][C:10]3=2)[C:6]=1[CH3:33].[O:34]1[CH2:39][CH2:38][C:37](=O)[CH2:36][CH2:35]1.C(O[BH-](OC(=O)C)OC(=O)C)(=O)C.[Na+], predict the reaction product. The product is: [Cl:4][C:5]1[C:13]([CH3:14])=[N:12][C:11]2[N:7]([N:8]=[C:9]3[CH2:17][N:16]([C:18]([C:20]4[CH:25]=[CH:24][C:23]([F:26])=[CH:22][C:21]=4[O:27][C@H:28]4[CH2:32][CH2:31][N:30]([CH:37]5[CH2:38][CH2:39][O:34][CH2:35][CH2:36]5)[CH2:29]4)=[O:19])[CH2:15][C:10]3=2)[C:6]=1[CH3:33]. (7) Given the reactants [CH3:1][O:2][C:3](=[O:13])[C:4]1[CH:9]=[CH:8][CH:7]=[C:6]([C:10](=[O:12])[CH3:11])[CH:5]=1.[BH4-].[Na+], predict the reaction product. The product is: [CH3:1][O:2][C:3](=[O:13])[C:4]1[CH:9]=[CH:8][CH:7]=[C:6]([CH:10]([OH:12])[CH3:11])[CH:5]=1.